Dataset: Forward reaction prediction with 1.9M reactions from USPTO patents (1976-2016). Task: Predict the product of the given reaction. (1) Given the reactants [F:1][CH:2]([F:24])[O:3][C:4]1[CH:9]=[C:8]([N+:10]([O-])=O)[CH:7]=[C:6]([O:13][CH2:14][CH2:15][O:16][CH2:17][CH2:18][O:19][CH2:20][CH2:21][O:22][CH3:23])[CH:5]=1.[NH4+].[Cl-], predict the reaction product. The product is: [F:1][CH:2]([F:24])[O:3][C:4]1[CH:9]=[C:8]([CH:7]=[C:6]([O:13][CH2:14][CH2:15][O:16][CH2:17][CH2:18][O:19][CH2:20][CH2:21][O:22][CH3:23])[CH:5]=1)[NH2:10]. (2) Given the reactants [S:1]1[C:5]2[CH:6]=[CH:7][CH:8]=[CH:9][C:4]=2[N:3]=[C:2]1[N:10]1[C:14](=[O:15])[C:13](=[CH:16][N:17](C)C)[C:12]([C:20]2[CH:25]=[CH:24][CH:23]=[CH:22][C:21]=2[O:26][CH3:27])=[N:11]1.N, predict the reaction product. The product is: [NH2:17][CH:16]=[C:13]1[C:12]([C:20]2[CH:25]=[CH:24][CH:23]=[CH:22][C:21]=2[O:26][CH3:27])=[N:11][N:10]([C:2]2[S:1][C:5]3[CH:6]=[CH:7][CH:8]=[CH:9][C:4]=3[N:3]=2)[C:14]1=[O:15]. (3) Given the reactants [NH:1]([C:3]1[CH:17]=[CH:16][CH:15]=[CH:14][C:4]=1[O:5][C:6]1[CH:11]=[CH:10][C:9]([CH3:12])=[CH:8][C:7]=1[OH:13])[NH2:2].[N:18]1[CH:23]=NC=N[CH:19]=1, predict the reaction product. The product is: [CH3:12][C:9]1[CH:10]=[CH:11][C:6]([O:5][C:4]2[CH:14]=[CH:15][CH:16]=[CH:17][C:3]=2[N:1]2[CH:23]=[N:18][CH:19]=[N:2]2)=[C:7]([OH:13])[CH:8]=1. (4) Given the reactants [CH:1]([O:4][C:5]([N:7]1[CH2:12][CH2:11][CH:10]([O:13][C@@H:14]([C:16]2[N:20]=[C:19]([C:21]3[CH:22]=[N:23][C:24](Cl)=[N:25][CH:26]=3)[O:18][N:17]=2)[CH3:15])[CH2:9][CH2:8]1)=[O:6])([CH3:3])[CH3:2].C(OC(=O)[NH:34][C@@H:35]1[C@@H:39]([C:40]2[CH:45]=[C:44]([F:46])[CH:43]=[CH:42][C:41]=2[F:47])[CH2:38][NH:37][CH2:36]1)(C)(C)C.C(O)(C(F)(F)F)=O, predict the reaction product. The product is: [CH:1]([O:4][C:5]([N:7]1[CH2:12][CH2:11][CH:10]([O:13][C@@H:14]([C:16]2[N:20]=[C:19]([C:21]3[CH:22]=[N:23][C:24]([N:37]4[CH2:38][C@H:39]([C:40]5[CH:45]=[C:44]([F:46])[CH:43]=[CH:42][C:41]=5[F:47])[C@@H:35]([NH2:34])[CH2:36]4)=[N:25][CH:26]=3)[O:18][N:17]=2)[CH3:15])[CH2:9][CH2:8]1)=[O:6])([CH3:3])[CH3:2]. (5) Given the reactants Cl[CH2:2][CH2:3][CH2:4][C:5]([C:7]1[CH:12]=[CH:11][C:10]([CH2:13][CH:14]([C:19]([O:21][CH3:22])=[O:20])[C:15]([O:17][CH3:18])=[O:16])=[CH:9][CH:8]=1)=[O:6].C(=O)([O-])[O-].[K+].[K+].[N:29]1[CH:34]=[CH:33][C:32]([C:35]([OH:48])([C:42]2[CH:47]=[CH:46][CH:45]=[CH:44][CH:43]=2)[C:36]2[CH:41]=[CH:40][CH:39]=[CH:38][CH:37]=2)=[CH:31][CH:30]=1, predict the reaction product. The product is: [OH:48][C:35]([C:42]1[CH:47]=[CH:46][CH:45]=[CH:44][CH:43]=1)([C:36]1[CH:37]=[CH:38][CH:39]=[CH:40][CH:41]=1)[CH:32]1[CH2:33][CH2:34][N:29]([CH2:2][CH2:3][CH2:4][C:5]([C:7]2[CH:12]=[CH:11][C:10]([CH2:13][CH:14]([C:19]([O:21][CH3:22])=[O:20])[C:15]([O:17][CH3:18])=[O:16])=[CH:9][CH:8]=2)=[O:6])[CH2:30][CH2:31]1. (6) Given the reactants Br[C:2]1[S:3][C:4]2[C:10]([C:11]3[CH:16]=[CH:15][C:14]([Cl:17])=[CH:13][CH:12]=3)=[C:9]([C@H:18]([O:24][C:25]([CH3:28])([CH3:27])[CH3:26])[C:19]([O:21][CH2:22][CH3:23])=[O:20])[C:8]([CH3:29])=[CH:7][C:5]=2[N:6]=1.[CH3:30][C:31]1[N:35]([C@H:36]2[CH2:40][CH2:39][N:38]([C:41]([O:43][C:44]([CH3:47])([CH3:46])[CH3:45])=[O:42])[CH2:37]2)[C:34]2[CH:48]=[C:49](B3OC(C)(C)C(C)(C)O3)[CH:50]=[CH:51][C:33]=2[N:32]=1.C([O-])([O-])=O.[K+].[K+], predict the reaction product. The product is: [C:25]([O:24][C@@H:18]([C:9]1[C:8]([CH3:29])=[CH:7][C:5]2[N:6]=[C:2]([C:49]3[CH:50]=[CH:51][C:33]4[N:32]=[C:31]([CH3:30])[N:35]([C@H:36]5[CH2:40][CH2:39][N:38]([C:41]([O:43][C:44]([CH3:46])([CH3:45])[CH3:47])=[O:42])[CH2:37]5)[C:34]=4[CH:48]=3)[S:3][C:4]=2[C:10]=1[C:11]1[CH:16]=[CH:15][C:14]([Cl:17])=[CH:13][CH:12]=1)[C:19]([O:21][CH2:22][CH3:23])=[O:20])([CH3:28])([CH3:27])[CH3:26]. (7) Given the reactants C(OC([N:8]1[CH2:13][CH2:12][CH:11]([N:14]2[C:19]3[CH:20]=[CH:21][CH:22]=[CH:23][C:18]=3[O:17][CH2:16][C:15]2=[O:24])[CH2:10][CH2:9]1)=O)(C)(C)C.C(O)(C(F)(F)F)=O.C(Cl)Cl, predict the reaction product. The product is: [NH:8]1[CH2:9][CH2:10][CH:11]([N:14]2[C:19]3[CH:20]=[CH:21][CH:22]=[CH:23][C:18]=3[O:17][CH2:16][C:15]2=[O:24])[CH2:12][CH2:13]1.